Dataset: Full USPTO retrosynthesis dataset with 1.9M reactions from patents (1976-2016). Task: Predict the reactants needed to synthesize the given product. Given the product [CH2:37]([S:38][CH2:14][C:13](=[O:16])[CH2:12][S:9]([CH:8]([C:17]1[CH:22]=[CH:21][C:20]([Cl:23])=[CH:19][CH:18]=1)[C:5]1[CH:6]=[CH:7][C:2]([Cl:1])=[CH:3][CH:4]=1)(=[O:11])=[O:10])[C:31]1[CH:36]=[CH:35][CH:34]=[CH:33][CH:32]=1, predict the reactants needed to synthesize it. The reactants are: [Cl:1][C:2]1[CH:7]=[CH:6][C:5]([CH:8]([C:17]2[CH:22]=[CH:21][C:20]([Cl:23])=[CH:19][CH:18]=2)[S:9]([CH2:12][C:13](=[O:16])[CH2:14]Br)(=[O:11])=[O:10])=[CH:4][CH:3]=1.C(N(CC)CC)C.[C:31]1([CH2:37][SH:38])[CH:36]=[CH:35][CH:34]=[CH:33][CH:32]=1.